Dataset: Full USPTO retrosynthesis dataset with 1.9M reactions from patents (1976-2016). Task: Predict the reactants needed to synthesize the given product. Given the product [F:26][C:27]1[CH:28]=[CH:29][C:30]2[N:31]([CH:33]=[C:34]([CH:36]([NH:37][C:38]3[CH:43]=[CH:42][CH:41]=[C:40]([O:44][CH3:45])[CH:39]=3)[C:8]([C:10]3[C:18]4[C:13](=[CH:14][CH:15]=[CH:16][CH:17]=4)[NH:12][CH:11]=3)=[O:9])[N:35]=2)[CH:32]=1, predict the reactants needed to synthesize it. The reactants are: C(N(CC)CC)C.[CH:8]([C:10]1[C:18]2[C:13](=[CH:14][CH:15]=[CH:16][CH:17]=2)[N:12](C(OC(C)(C)C)=O)[CH:11]=1)=[O:9].[F:26][C:27]1[CH:28]=[CH:29][C:30]2[N:31]([CH:33]=[C:34]([CH:36]=[N:37][C:38]3[CH:43]=[CH:42][CH:41]=[C:40]([O:44][CH3:45])[CH:39]=3)[N:35]=2)[CH:32]=1.